Dataset: Reaction yield outcomes from USPTO patents with 853,638 reactions. Task: Predict the reaction yield, written as a fraction of the theoretical maximum amount of product (1.0 means a 100% yield; for example, 0.34 means a 34% yield). (1) The reactants are [F:1][C:2]1[CH:7]=[CH:6][C:5](/[CH:8]=[CH:9]/[C:10](O)=[O:11])=[C:4]([O:13][CH3:14])[CH:3]=1.C1(P([N:29]=[N+:30]=[N-:31])(C2C=CC=CC=2)=O)C=CC=CC=1.CCN(CC)CC. The catalyst is C1C=CC=CC=1. The product is [F:1][C:2]1[CH:7]=[CH:6][C:5](/[CH:8]=[CH:9]/[C:10]([N:29]=[N+:30]=[N-:31])=[O:11])=[C:4]([O:13][CH3:14])[CH:3]=1. The yield is 0.730. (2) No catalyst specified. The product is [C:7]([O:6][CH2:1][CH2:2][S:3][S:4][CH3:5])(=[O:9])[CH3:8]. The reactants are [CH2:1]([OH:6])[CH2:2][S:3][S:4][CH3:5].[C:7](Cl)(=[O:9])[CH3:8]. The yield is 0.300. (3) The yield is 0.880. The product is [N:11]1[NH:10][C:15](=[O:16])[CH:14]=[C:13]2[CH2:17][CH2:18][CH2:19][O:20][C:12]=12. The catalyst is C(O)(C(F)(F)F)=O. The reactants are COC1C=CC(C[N:10]2[C:15](=[O:16])[CH:14]=[C:13]3[CH2:17][CH2:18][CH2:19][O:20][C:12]3=[N:11]2)=CC=1.C1(OC)C=CC=CC=1. (4) The reactants are [CH2:1]([O:8][C:9]1[CH:14]=[C:13]([Br:15])[CH:12]=[CH:11][C:10]=1[N+:16]([O-])=O)[C:2]1[CH:7]=[CH:6][CH:5]=[CH:4][CH:3]=1.[Cl-].[NH4+].O. The catalyst is C(O)C.[Fe]. The product is [CH2:1]([O:8][C:9]1[CH:14]=[C:13]([Br:15])[CH:12]=[CH:11][C:10]=1[NH2:16])[C:2]1[CH:3]=[CH:4][CH:5]=[CH:6][CH:7]=1. The yield is 0.990.